From a dataset of Full USPTO retrosynthesis dataset with 1.9M reactions from patents (1976-2016). Predict the reactants needed to synthesize the given product. (1) Given the product [OH:35][C:33]1[C:20]2[C:19](=[CH:18][C:17]([O:16][CH3:15])=[C:22]([O:23][CH3:24])[CH:21]=2)[N:25]=[CH:26][C:27]=1[C:28]([OH:30])=[O:29], predict the reactants needed to synthesize it. The reactants are: O=P12OP3(OP(OP(O3)(O1)=O)(=O)O2)=O.[CH3:15][O:16][C:17]1[CH:18]=[C:19]([NH:25][CH:26]=[C:27]([C:33]([O:35]CC)=O)[C:28]([O:30]CC)=[O:29])[CH:20]=[CH:21][C:22]=1[O:23][CH3:24].O.C(OCC)(=O)C. (2) Given the product [CH2:1]([C:8]1[CH:9]=[CH:10][C:11]([O:17][C:18]2[CH:23]=[CH:22][CH:21]=[CH:20][N:19]=2)=[C:12]([C:14](=[O:16])[CH2:15][C:39]([C:35]2[CH:34]=[C:33]([CH3:32])[CH:38]=[CH:37][N:36]=2)=[O:40])[CH:13]=1)[C:2]1[CH:3]=[CH:4][CH:5]=[CH:6][CH:7]=1, predict the reactants needed to synthesize it. The reactants are: [CH2:1]([C:8]1[CH:9]=[CH:10][C:11]([O:17][C:18]2[CH:23]=[CH:22][CH:21]=[CH:20][N:19]=2)=[C:12]([C:14](=[O:16])[CH3:15])[CH:13]=1)[C:2]1[CH:7]=[CH:6][CH:5]=[CH:4][CH:3]=1.[Li+].CC([N-]C(C)C)C.[CH3:32][C:33]1[CH:38]=[CH:37][N:36]=[C:35]([C:39](OC)=[O:40])[CH:34]=1.Cl. (3) The reactants are: Br[C:2]1[CH:3]=[N:4][C:5]2[N:6]([N:8]=[CH:9][C:10]=2[C:11]2[CH:12]=[C:13]([C:16]([NH:18][CH:19]([C:24]3[CH:29]=[CH:28][CH:27]=[CH:26][N:25]=3)[C:20]([F:23])([F:22])[F:21])=[O:17])[S:14][CH:15]=2)[CH:7]=1.[N:30]1[C:39]2[C:34](=[CH:35][C:36](B(O)O)=[CH:37][CH:38]=2)[CH:33]=[CH:32][CH:31]=1.C([O-])([O-])=O.[Na+].[Na+]. Given the product [N:30]1[C:39]2[C:34](=[CH:35][C:36]([N:4]3[CH:3]=[CH:2][C:7]4=[C:10]([C:11]5[CH:12]=[C:13]([C:16]([NH:18][CH:19]([C:24]6[CH:29]=[CH:28][CH:27]=[CH:26][N:25]=6)[C:20]([F:23])([F:21])[F:22])=[O:17])[S:14][CH:15]=5)[CH:9]=[N:8][N:6]4[CH2:5]3)=[CH:37][CH:38]=2)[CH:33]=[CH:32][CH:31]=1, predict the reactants needed to synthesize it. (4) Given the product [F:26][C:25]([F:27])([F:28])[C:24]([C:21]1[CH:22]=[CH:23][C:18]([CH2:17][N:13]2[CH2:14][CH2:15][N:10]([C:7]3[CH:6]=[CH:5][C:4]([N+:1]([O-:3])=[O:2])=[CH:9][CH:8]=3)[CH2:11][CH2:12]2)=[CH:19][CH:20]=1)([OH:33])[C:29]([F:30])([F:32])[F:31], predict the reactants needed to synthesize it. The reactants are: [N+:1]([C:4]1[CH:9]=[CH:8][C:7]([N:10]2[CH2:15][CH2:14][NH:13][CH2:12][CH2:11]2)=[CH:6][CH:5]=1)([O-:3])=[O:2].Br[CH2:17][C:18]1[CH:23]=[CH:22][C:21]([C:24]([OH:33])([C:29]([F:32])([F:31])[F:30])[C:25]([F:28])([F:27])[F:26])=[CH:20][CH:19]=1.C(=O)([O-])[O-].[K+].[K+]. (5) The reactants are: [CH2:1]([O:8][C:9]([N:11]1[CH2:16][CH2:15][C:14](=[O:17])[CH2:13][CH2:12]1)=[O:10])[C:2]1[CH:7]=[CH:6][CH:5]=[CH:4][CH:3]=1.C[Li].[CH2:20](OCC)C.N1(C([O-])=O)CCC(=O)CC1.[Cl-].[NH4+]. Given the product [CH2:1]([O:8][C:9]([N:11]1[CH2:16][CH2:15][C:14]([OH:17])([CH3:20])[CH2:13][CH2:12]1)=[O:10])[C:2]1[CH:7]=[CH:6][CH:5]=[CH:4][CH:3]=1, predict the reactants needed to synthesize it.